From a dataset of Experimentally validated miRNA-target interactions with 360,000+ pairs, plus equal number of negative samples. Binary Classification. Given a miRNA mature sequence and a target amino acid sequence, predict their likelihood of interaction. (1) The miRNA is hsa-miR-627-5p with sequence GUGAGUCUCUAAGAAAAGAGGA. The protein sequence of the target gene is MASSQTSQTVAAHVPFADLCSTLERIQKGKDRAEKIRHFKEFLDSWRKFHDALHKNRKDVTDSFYPAMRLILPQLERERMAYGIKETMLAKLYIELLNLPREGKDAQKLLNYRTPSGARTDAGDFAMIAYFVLKPRCLQKGSLTIQQVNELLDLVASNNSGKKKDLVKKSLLQLITQSSALEQKWLIRMIIKDLKLGISQQTIFSIFHNDAVELHNVTTDLEKVCRQLHDPSVGLSDISITLFSAFKPMLAAVADVERVEKDMKQQSFYIETKLDGERMQMHKDGALYRYFSRNGYNYTD.... Result: 0 (no interaction). (2) The miRNA is hsa-miR-524-3p with sequence GAAGGCGCUUCCCUUUGGAGU. The protein sequence of the target gene is MSGSSLPGALALSLLLVSGSLLPGPGAAQNAGFVKSPMSETKLTGDAFELYCDVVGSPTPEIQWWYAEVNRAESFRQLWDGARKRRVTVNTAYGSNGVSVLRITRLTLEDSGTYECRASNDPKRNDLRQNPSITWIRAQATISVLQKPRIVTSEEVIIRESLLPVTLQCNLTSSSHTLMYSYWTRNGVELTATRKNASNMEYRINKPRAEDSGEYHCVYHFVSAPKANATIEVKAAPDITGHKRSENKNEGQDAMMYCKSVGYPHPEWIWRKKENGVFEEISNSSGRFFITNKENYTELS.... Result: 0 (no interaction).